Dataset: B-cell epitopes from IEDB database with 3,159 antigens for binding position prediction. Task: Token-level Classification. Given an antigen amino acid sequence, predict which amino acid positions are active epitope sites capable of antibody binding. Output is a list of indices for active positions. (1) Given the antigen sequence: MGPKRRQLTFREKSRIIQEVEENPDLRKGEIARRFNIPPSTLSTILKNKRAILASERKYGVASTCRKTNKLSPYDKLEGLLIAWFQQIRAAGLPVKGIILKEKALRIAEELGMDDFTASNGWLDRFRRRHGVVSCSGVARARARNAAPRTPAAPASPAAVPSEGSGGSTTGWRAREEQPPSVAEGYASQDVFSATETSLWYDFLPDQAAGLCGGDGRPRQATQRLSVLLCANADGSEKLPPLVAGKSAKPRAGQAGLPCDYTANSKGGVTTQALAKYLKALDTRMAAESRRVLLLAGRLAAQSLDTSGLRHVQLAFFPPGTVHPLERGVVQQVKGHYRQAMLLKAMAALEGQDPSGLQLGLTEALHFVAAAWQAVEPSDIAACFREAGFGGGPNATITTSLKSEGEEEEEEEEEEEEEEGEGEEEEEEGEEEEEEGGEGEELGEEEEVEEEGDVDSDEEEEEDEESSSEGLEAEDWAQGVVEAGGSFGAYGAQEEAQCPT..., which amino acid positions are active epitope sites? The epitope positions are: [32, 33, 34, 35, 36, 37, 38, 39, 40, 41, 42, 43, 44, 45, 46]. The amino acids at these positions are: RRFNIPPSTLSTILK. (2) Given the antigen sequence: MTESLVLSPAPAKPKRVKASRRSASHPTYSEMIAAAIRAEKSRGGSSRQSIQKYIKSHYKVGHNADLQIKLSIRRLLAAGVLKQTKGVGASGSFRLAKSDKAKRSPGKKKKAVRRSTSPKKAARPRKARSPAKKPKATARKARKKSRASPKKAKKPKTVKAKSRKASKAKKVKRSKPRAKSGARKSPKKK, which amino acid positions are active epitope sites? The epitope positions are: [87, 88, 89, 90, 91, 92]. The amino acids at these positions are: VGASGS. (3) Given the antigen sequence: MARHAIFFALCVLGLVAAALPQFATAATASDDELMSRIRNSDFFDGQAPVDSLRPTNAGVDSKGTDDHLTTSMDKASVESQLPRREPLETEPDEQEEVHFRKRGVGSDAEVTDDHIYEENTDRKVVPRKSEGKRSFKDLLKKLALPAVGMGASYFAADRILPELTEQQQTGDEPLSTGQNVSTVIGFAALAAAVAFLGLGIKRTYRHFSPRKNRSRQPAPEHEVPESGEDREDARQ, which amino acid positions are active epitope sites? The epitope positions are: [223, 224, 225, 226, 227, 228, 229, 230, 231, 232, 233, 234, 235]. The amino acids at these positions are: VPESGEDREDARQ. (4) The epitope positions are: [21, 22, 23, 24, 25, 26, 27, 28, 29, 30, 31, 32, 33, 34, 35]. The amino acids at these positions are: YNGNSDKIRRRIHQM. Given the antigen sequence: TPEQQRYVDLFIVVDHGMFMKYNGNSDKIRRRIHQMVNIMKEAYSTMYIDILLTGVEIWSNKDLINVQPAAPQTLDSFGEWRKTDLLNRKSHDNAQLLTSTDFNGPTIGLAYVGSMCDPKRSTGVIQDHSEQDLMVAITMAHELGHNLGISHDTGSCSCGGYSCIMSPVLSHEPSKYFSDCSYIQCWDFIMKENPQCILNKR, which amino acid positions are active epitope sites? (5) Given the antigen sequence: VTLSNFQGKVMMTVNATDVTDVITIPTAAGKNLCIVRAMDVGYMCDDTITYECPVLSAGNDPEDIDCWCTKSAVYVRYGRCTKTRHSRRSRRSLTVQTHGESTLANKKGAWMDSTKATRYLVKTESWILRNPGYALVAAVIGWMLGSNTMQRVVFVVLLLLVAPAYS, which amino acid positions are active epitope sites? The epitope positions are: [18, 19, 20, 21, 22, 23, 24, 25, 26, 27]. The amino acids at these positions are: VTDVITIPTA.